Dataset: hERG Central: cardiac toxicity at 1µM, 10µM, and general inhibition. Task: Predict hERG channel inhibition at various concentrations. (1) The compound is COc1ccc(CN2CCCC(CNC(=O)c3ccc(F)cc3)C2)cc1OC. Results: hERG_inhib (hERG inhibition (general)): blocker. (2) Results: hERG_inhib (hERG inhibition (general)): blocker. The molecule is Cc1ccc(C)c(N2CCN(CCCc3ccccc3)CC2)c1. (3) The molecule is COc1ccc(Nc2nnc(SCc3cc(=O)n4ccsc4n3)s2)cc1. Results: hERG_inhib (hERG inhibition (general)): blocker. (4) The molecule is CCc1cc(C(=O)OC)c(NC(=O)CN2CCN(C(=O)c3ccco3)CC2)s1. Results: hERG_inhib (hERG inhibition (general)): blocker. (5) Results: hERG_inhib (hERG inhibition (general)): blocker. The drug is CN1CCc2c(sc3c2c(NCc2ccco2)nc2nnnn23)C1.